From a dataset of Full USPTO retrosynthesis dataset with 1.9M reactions from patents (1976-2016). Predict the reactants needed to synthesize the given product. (1) Given the product [CH2:1]([O:5][CH2:6][CH2:7][O:8][C:9]1[CH:10]=[CH:11][C:12]([C:15]2[CH:16]=[CH:17][C:18]3[N:24]([CH2:25][CH:26]([CH3:27])[CH3:28])[CH2:23][CH2:22][C:21]([C:29]([NH:31][C:32]4[CH:37]=[CH:36][C:35]([S:38]([CH2:39][C:40]5[NH:41][CH:42]=[C:43]([CH2:45][C:46]([F:49])([F:47])[F:48])[N:44]=5)=[O:59])=[CH:34][CH:33]=4)=[O:30])=[CH:20][C:19]=3[CH:50]=2)=[CH:13][CH:14]=1)[CH2:2][CH2:3][CH3:4], predict the reactants needed to synthesize it. The reactants are: [CH2:1]([O:5][CH2:6][CH2:7][O:8][C:9]1[CH:14]=[CH:13][C:12]([C:15]2[CH:16]=[CH:17][C:18]3[N:24]([CH2:25][CH:26]([CH3:28])[CH3:27])[CH2:23][CH2:22][C:21]([C:29]([NH:31][C:32]4[CH:37]=[CH:36][C:35]([S:38][CH2:39][C:40]5[NH:41][CH:42]=[C:43]([CH2:45][C:46]([F:49])([F:48])[F:47])[N:44]=5)=[CH:34][CH:33]=4)=[O:30])=[CH:20][C:19]=3[CH:50]=2)=[CH:11][CH:10]=1)[CH2:2][CH2:3][CH3:4].ClC1C=CC=C(C(OO)=[O:59])C=1.S([O-])([O-])(=O)=S.[Na+].[Na+]. (2) The reactants are: CC([O-])(C)C.[K+].[CH3:7][N:8]1[C:16]2[C:11](=[CH:12][CH:13]=[CH:14][CH:15]=2)[CH:10]=[CH:9]1.[SiH:17]([CH2:26][CH2:27][CH2:28][CH3:29])([CH2:22][CH2:23][CH2:24][CH3:25])[CH2:18][CH2:19][CH2:20][CH3:21]. Given the product [CH3:7][N:8]1[C:16]2[C:11](=[CH:12][CH:13]=[CH:14][CH:15]=2)[CH:10]=[C:9]1[Si:17]([CH2:22][CH2:23][CH2:24][CH3:25])([CH2:26][CH2:27][CH2:28][CH3:29])[CH2:18][CH2:19][CH2:20][CH3:21], predict the reactants needed to synthesize it. (3) Given the product [OH:10][CH:1]1[CH2:2][C@@H:3]([C:4]2[CH:9]=[CH:8][CH:7]=[CH:6][CH:5]=2)[C:12]2[C:11](=[O:18])[CH2:16][CH2:15][CH2:14][C:13]=2[O:17]1, predict the reactants needed to synthesize it. The reactants are: [CH:1](=[O:10])/[CH:2]=[CH:3]/[C:4]1[CH:9]=[CH:8][CH:7]=[CH:6][CH:5]=1.[C:11]1(=[O:18])[CH2:16][CH2:15][CH2:14][C:13](=[O:17])[CH2:12]1.C([C@@H]1N[C@H](C(C)(C)C)N(C)C1=O)C1C=CC=CC=1. (4) Given the product [CH:17]1([N:16]2[C:15]3[C:14]4[CH:13]=[CH:12][CH:11]=[C:10]([O:22][CH3:23])[C:9]=4[N:8]=[CH:7][C:6]=3[C:4](=[O:5])[N:24]([C:27]3[C:28]([CH3:33])=[N:29][O:30][C:31]=3[CH3:32])[C:25]2=[O:26])[CH2:21][CH2:20][CH2:19][CH2:18]1, predict the reactants needed to synthesize it. The reactants are: C(O[C:4]([C:6]1[CH:7]=[N:8][C:9]2[C:14]([C:15]=1[NH:16][CH:17]1[CH2:21][CH2:20][CH2:19][CH2:18]1)=[CH:13][CH:12]=[CH:11][C:10]=2[O:22][CH3:23])=[O:5])C.[N:24]([C:27]1[C:28]([CH3:33])=[N:29][O:30][C:31]=1[CH3:32])=[C:25]=[O:26]. (5) Given the product [C:16]([C:4]1[CH:3]=[C:2]([B:20]2[O:24][C:23]([CH3:26])([CH3:25])[C:22]([CH3:28])([CH3:27])[O:21]2)[CH:7]=[CH:6][C:5]=1[NH:8][C:9](=[O:15])[O:10][C:11]([CH3:14])([CH3:13])[CH3:12])([CH3:19])([CH3:18])[CH3:17], predict the reactants needed to synthesize it. The reactants are: Br[C:2]1[CH:7]=[CH:6][C:5]([NH:8][C:9](=[O:15])[O:10][C:11]([CH3:14])([CH3:13])[CH3:12])=[C:4]([C:16]([CH3:19])([CH3:18])[CH3:17])[CH:3]=1.[B:20]1([B:20]2[O:24][C:23]([CH3:26])([CH3:25])[C:22]([CH3:28])([CH3:27])[O:21]2)[O:24][C:23]([CH3:26])([CH3:25])[C:22]([CH3:28])([CH3:27])[O:21]1.C([O-])(=O)C.[K+].